From a dataset of CYP2C19 inhibition data for predicting drug metabolism from PubChem BioAssay. Regression/Classification. Given a drug SMILES string, predict its absorption, distribution, metabolism, or excretion properties. Task type varies by dataset: regression for continuous measurements (e.g., permeability, clearance, half-life) or binary classification for categorical outcomes (e.g., BBB penetration, CYP inhibition). Dataset: cyp2c19_veith. (1) The compound is Oc1cc(O)cc(/C=C\c2ccc(O)c(O)c2)c1. The result is 0 (non-inhibitor). (2) The compound is O=c1cc(N=Nc2ccc(O)cc2)[nH]c(=O)[nH]1. The result is 0 (non-inhibitor). (3) The compound is N/N=C1/c2ccccc2N[C@H]1OC(=O)Nc1ccccc1. The result is 0 (non-inhibitor). (4) The drug is CC1CCCC(C)N1CCNC(=O)Cn1nc(-c2ccccc2)ccc1=O. The result is 0 (non-inhibitor). (5) The result is 0 (non-inhibitor). The compound is CC(=O)N(O)CCCCCNC(=O)CCC(=O)N(O)CCCCCNC(=O)CCC(=O)N(O)CCCCCN.CS(=O)(=O)O. (6) The drug is Cc1cccc(N2CCN(C(=O)CCCn3c(=S)[nH]c4cc5c(cc4c3=O)OCO5)CC2)c1C. The result is 1 (inhibitor). (7) The molecule is O=C(Nc1cccc(C(F)(F)F)c1)c1ccc(Cn2cc(Br)cn2)o1. The result is 1 (inhibitor).